This data is from Full USPTO retrosynthesis dataset with 1.9M reactions from patents (1976-2016). The task is: Predict the reactants needed to synthesize the given product. (1) The reactants are: Br[C:2]1[CH:11]=[C:10]2[C:5]([C:6]([C:12]3[C:13]([C:21]4[CH:26]=[CH:25][CH:24]=[C:23]([CH3:27])[N:22]=4)=[N:14][N:15]4[CH:20]=[CH:19][CH:18]=[CH:17][C:16]=34)=[CH:7][CH:8]=[N:9]2)=[CH:4][CH:3]=1.C1(C)C=CC=CC=1P(C1C=CC=CC=1C)C1C=CC=CC=1C.[C:50]([O:54][CH3:55])(=[O:53])[CH:51]=[CH2:52].C1(C)C=CC=CC=1. Given the product [CH3:55][O:54][C:50](=[O:53])[CH:51]=[CH:52][C:2]1[CH:11]=[C:10]2[C:5]([C:6]([C:12]3[C:13]([C:21]4[CH:26]=[CH:25][CH:24]=[C:23]([CH3:27])[N:22]=4)=[N:14][N:15]4[CH:20]=[CH:19][CH:18]=[CH:17][C:16]=34)=[CH:7][CH:8]=[N:9]2)=[CH:4][CH:3]=1, predict the reactants needed to synthesize it. (2) Given the product [I:1][C:2]1[CH:7]=[CH:6][C:5]2[NH:8][C:23]([C@@H:22]3[CH2:21][CH2:20][C@H:19]([CH3:24])[N:18]3[C:16]([C@@H:15]([NH:14][C:12](=[O:13])[O:11][CH3:10])[CH:27]([CH3:28])[CH3:29])=[O:17])=[N:9][C:4]=2[CH:3]=1, predict the reactants needed to synthesize it. The reactants are: [I:1][C:2]1[CH:3]=[C:4]([NH2:9])[C:5]([NH2:8])=[CH:6][CH:7]=1.[CH3:10][O:11][C:12]([NH:14][C@@H:15]([CH:27]([CH3:29])[CH3:28])[C:16]([N:18]1[C@@H:22]([CH3:23])[CH2:21][CH2:20][C@H:19]1[C:24](O)=O)=[O:17])=[O:13].CN(C(ON1N=NC2C=CC=NC1=2)=[N+](C)C)C.F[P-](F)(F)(F)(F)F.N1C(C)=CC(C)=CC=1C. (3) Given the product [F:1][C:2]([F:31])([F:30])[C:3](=[N:33][OH:34])[CH:4]([O:11][C:12]1[CH:13]=[C:14]2[C:18](=[CH:19][CH:20]=1)[N:17]([C:21]1[CH:26]=[CH:25][C:24]([F:27])=[CH:23][CH:22]=1)[N:16]=[CH:15]2)[C:5]1[CH:10]=[CH:9][CH:8]=[CH:7][CH:6]=1, predict the reactants needed to synthesize it. The reactants are: [F:1][C:2]([F:31])([F:30])[C:3](O)(O)[CH:4]([O:11][C:12]1[CH:13]=[C:14]2[C:18](=[CH:19][CH:20]=1)[N:17]([C:21]1[CH:26]=[CH:25][C:24]([F:27])=[CH:23][CH:22]=1)[N:16]=[CH:15]2)[C:5]1[CH:10]=[CH:9][CH:8]=[CH:7][CH:6]=1.Cl.[NH2:33][OH:34]. (4) Given the product [CH3:1][O:2][C:3]1[CH:11]=[C:10]([CH3:12])[CH:9]=[CH:8][C:4]=1[C:5]([O:29][C:25]([CH3:28])([CH3:27])[CH3:26])=[O:6], predict the reactants needed to synthesize it. The reactants are: [CH3:1][O:2][C:3]1[CH:11]=[C:10]([CH3:12])[CH:9]=[CH:8][C:4]=1[C:5](Cl)=[O:6].C(Cl)(=O)C(Cl)=O.N1C=CC=CC=1.[C:25]([OH:29])([CH3:28])([CH3:27])[CH3:26]. (5) Given the product [CH3:35][C:25]1[CH:30]=[CH:29][CH:28]=[CH:27][C:26]=1[S:31]([NH:1][C:2]1[CH:7]=[CH:6][CH:5]=[C:4]([NH:8][C:9]([NH:11][C:12]2[CH:13]=[CH:14][CH:15]=[CH:16][CH:17]=2)=[O:10])[CH:3]=1)(=[O:33])=[O:32], predict the reactants needed to synthesize it. The reactants are: [NH2:1][C:2]1[CH:3]=[C:4]([NH:8][C:9]([NH:11][C:12]2[CH:17]=[CH:16][CH:15]=[CH:14][CH:13]=2)=[O:10])[CH:5]=[CH:6][CH:7]=1.C(N(CC)CC)C.[C:25]1([CH3:35])[C:26]([S:31](Cl)(=[O:33])=[O:32])=[CH:27][CH:28]=[CH:29][CH:30]=1. (6) Given the product [OH:16][C:15]1[CH:17]=[CH:18][CH:19]=[CH:20][C:14]=1[C:13]([O:22][CH:23]([CH3:25])[CH3:24])=[O:21], predict the reactants needed to synthesize it. The reactants are: C1N=CN(C(N2C=NC=C2)=O)C=1.[C:13]([OH:22])(=[O:21])[C:14]1[C:15](=[CH:17][CH:18]=[CH:19][CH:20]=1)[OH:16].[CH:23](O)([CH3:25])[CH3:24].O.